From a dataset of Peptide-MHC class II binding affinity with 134,281 pairs from IEDB. Regression. Given a peptide amino acid sequence and an MHC pseudo amino acid sequence, predict their binding affinity value. This is MHC class II binding data. (1) The peptide sequence is WEQIFSTWLLKPGAG. The MHC is DRB1_0101 with pseudo-sequence DRB1_0101. The binding affinity (normalized) is 0.609. (2) The peptide sequence is PNITATYGDKWLDAK. The MHC is DRB1_0301 with pseudo-sequence DRB1_0301. The binding affinity (normalized) is 0.0768. (3) The peptide sequence is FVVFLVAAALGGLAA. The MHC is HLA-DPA10103-DPB10301 with pseudo-sequence HLA-DPA10103-DPB10301. The binding affinity (normalized) is 0.279. (4) The peptide sequence is KLVLNIKYTRPGDSL. The MHC is DRB4_0101 with pseudo-sequence DRB4_0103. The binding affinity (normalized) is 0.377.